This data is from Reaction yield outcomes from USPTO patents with 853,638 reactions. The task is: Predict the reaction yield, written as a fraction of the theoretical maximum amount of product (1.0 means a 100% yield; for example, 0.34 means a 34% yield). (1) The reactants are [C:1](N1C=CN=C1)(N1C=CN=C1)=[O:2].[N:13]1[CH:14]=[CH:15][N:16]2[CH2:21][C@H:20]([CH2:22][OH:23])[O:19][CH2:18][C:17]=12.O.Cl.Cl.[CH2:27]1[C:35]2[C:30](=[CH:31][CH:32]=[CH:33][CH:34]=2)[CH2:29][CH:28]1[NH:36][C:37]1[N:38]=[CH:39][C:40]2[CH2:45][NH:44][CH2:43][C:41]=2[N:42]=1.C(N(CC)CC)C.C(=O)(O)[O-].[Na+]. The catalyst is ClCCCl.O1CCCC1.ClCCl. The product is [CH2:29]1[C:30]2[C:35](=[CH:34][CH:33]=[CH:32][CH:31]=2)[CH2:27][CH:28]1[NH:36][C:37]1[N:38]=[CH:39][C:40]2[CH2:45][N:44]([C:1]([O:23][CH2:22][C@@H:20]3[O:19][CH2:18][C:17]4=[N:13][CH:14]=[CH:15][N:16]4[CH2:21]3)=[O:2])[CH2:43][C:41]=2[N:42]=1. The yield is 0.970. (2) The reactants are [NH2:1][C:2]1[C:11]([Br:12])=[CH:10][C:9]([C:13]([OH:15])=O)=[C:8]2[C:3]=1[CH2:4][CH2:5][CH2:6][O:7]2.[NH2:16][CH2:17][CH:18]1[CH2:23][CH2:22][N:21]([C:24]([O:26][C:27]([CH3:30])([CH3:29])[CH3:28])=[O:25])[CH2:20][CH2:19]1.Cl.C(N=C=NCCCN(C)C)C. The catalyst is ClCCl.CN(C1C=CN=CC=1)C. The product is [NH2:1][C:2]1[C:11]([Br:12])=[CH:10][C:9]([C:13]([NH:16][CH2:17][CH:18]2[CH2:23][CH2:22][N:21]([C:24]([O:26][C:27]([CH3:30])([CH3:29])[CH3:28])=[O:25])[CH2:20][CH2:19]2)=[O:15])=[C:8]2[C:3]=1[CH2:4][CH2:5][CH2:6][O:7]2. The yield is 0.810. (3) The reactants are [OH:1][CH2:2][C:3]([NH:17][C:18](=[O:24])[O:19][C:20]([CH3:23])([CH3:22])[CH3:21])([CH:6]1[CH2:15][CH2:14][C:13]2[C:8](=[CH:9][CH:10]=[C:11]([OH:16])[CH:12]=2)[CH2:7]1)[CH2:4][OH:5].CO[C:27](OC)([CH3:29])[CH3:28].B(F)(F)F.CCOCC.C(Cl)Cl.CO. The catalyst is C(OCC)(=O)C.O.C1(C)C=CC(S(O)(=O)=O)=CC=1. The product is [OH:16][C:11]1[CH:12]=[C:13]2[C:8](=[CH:9][CH:10]=1)[CH2:7][CH:6]([C:3]1([NH:17][C:18](=[O:24])[O:19][C:20]([CH3:21])([CH3:23])[CH3:22])[CH2:4][O:5][C:27]([CH3:29])([CH3:28])[O:1][CH2:2]1)[CH2:15][CH2:14]2. The yield is 1.00.